Dataset: Peptide-MHC class I binding affinity with 185,985 pairs from IEDB/IMGT. Task: Regression. Given a peptide amino acid sequence and an MHC pseudo amino acid sequence, predict their binding affinity value. This is MHC class I binding data. (1) The peptide sequence is VFSPFGYSF. The MHC is HLA-B08:01 with pseudo-sequence HLA-B08:01. The binding affinity (normalized) is 0.0847. (2) The peptide sequence is EIPGSPGSY. The MHC is HLA-A02:01 with pseudo-sequence HLA-A02:01. The binding affinity (normalized) is 0.0847. (3) The peptide sequence is IQESFIRFTV. The MHC is HLA-A02:01 with pseudo-sequence HLA-A02:01. The binding affinity (normalized) is 0.737. (4) The peptide sequence is PYNMRVIHF. The MHC is HLA-A01:01 with pseudo-sequence HLA-A01:01. The binding affinity (normalized) is 0. (5) The peptide sequence is SDYLEFDTI. The MHC is Patr-B2401 with pseudo-sequence Patr-B2401. The binding affinity (normalized) is 0.735. (6) The peptide sequence is NVYADSFVVK. The MHC is HLA-A33:01 with pseudo-sequence HLA-A33:01. The binding affinity (normalized) is 0.364. (7) The peptide sequence is YTIYGAWMF. The MHC is HLA-A68:23 with pseudo-sequence HLA-A68:23. The binding affinity (normalized) is 1.00.